From a dataset of Experimentally validated miRNA-target interactions with 360,000+ pairs, plus equal number of negative samples. Binary Classification. Given a miRNA mature sequence and a target amino acid sequence, predict their likelihood of interaction. (1) The miRNA is hsa-miR-6773-3p with sequence ACUGUCACUUCUCUGCCCAUAG. The protein sequence of the target gene is MQLQGLVFVFTIGILLSRVPTGTVSAVDPEVNMNVTEIIMRWGYPGEEHSVLTGDGYILSIHRIPRGRKNHFGKGPRPVVYLQHGLLADSSNWVTNIDNSSLGFLLADAGFDVWMGNSRGNTWSLKHKTLSVSQDEFWAFSFDEMAKYDLPASINYILNKTGQEQIYYVGHSQGCTIGFIAFSQMPELAKKIKMFLVLAPVLSLNFASGPLLQLGRLPDPLLKDMFGQKQFLPQSAMLKWLSIHVCTHVIMKELCANVFFLLCGFNEKNLNMSRVDVYTTHCPAGTSVQNMLHWGQVFKY.... Result: 0 (no interaction). (2) The miRNA is hsa-miR-3714 with sequence GAAGGCAGCAGUGCUCCCCUGU. The protein sequence of the target gene is MASNPDRGEILLTELQGDSRTLPFSENVSAVQKLDFSDTMVQQKLDDIKDRIKREIRKELKIKEGAENLRKVTTDKKNLAYVDNILKKSNKKLEELHHKLQELNAHIVVSDPEDSTDCPRTPDTPNSDSRSSTSNNRLMALQKQLDIELKVKQGAENMIQMYSNGSSKDRKLHGTAQQLLQDSKTKIEVIRMQILQAVQTNELAFDNAKPVISPLELRMEELRHHFKIEFAVAEGAKNVMKLLGSGKVTDRKALSEAQARFNESSQKLDLLKYSLEQRLNELPRNHPKSSVVIEELSLVA.... Result: 0 (no interaction). (3) The protein sequence of the target gene is MSALRRSGYGPSDGPSYGRYYGPGGGDVPVHPPPPLYPLRPEPPQPPISWRVRGGGPAETTWLGEGGGGDGYYPSGGAWPEPGRAGGSHQEQPPYPSYNSNYWNSTARSRAPYPSTYPVRPELQGQSLNSYTNGAYGPTYPPGPGANTASYSGAYYAPGYTQTSYSTEVPSTYRSSGNSPTPVSRWIYPQQDCQTEAPPLRGQVPGYPPSQNPGMTLPHYPYGDGNRSVPQSGPTVRPQEDAWASPGAYGMGGRYPWPSSAPSAPPGNLYMTESTSPWPSSGSPQSPPSPPVQQPKDSSY.... The miRNA is hsa-miR-625-3p with sequence GACUAUAGAACUUUCCCCCUCA. Result: 1 (interaction). (4) The miRNA is hsa-miR-1293 with sequence UGGGUGGUCUGGAGAUUUGUGC. Result: 0 (no interaction). The protein sequence of the target gene is MEPQRRELLAQCQQSLAQAMTEVEAVLGLLEAAGALSPGERRQLDEEAGGAKAELLLQLLLAKEQDHFQDLRAALEKTQPHLLPILYLNGVVGPPQSTEGAGSTYSVLSIMPSDSESSSSLSSVGTTGKAPSPPPLLTEQQANDTVENLSIQLRLMTRERNELRKRLAFATHGATFDKRPYHRLNPDYERLKIQCVRAMSDLQSLQNQHTNALKRCEEVAKETDFYHTLHSRLLSDQTQLKDDVDMLRRENGKLRRERNLLQQSWEDMKRLREEDQKEIGDLRAQQQQVLKHNGSSEILN....